Predict the product of the given reaction. From a dataset of Forward reaction prediction with 1.9M reactions from USPTO patents (1976-2016). (1) The product is: [Cl:1][C:2]1[C:3]([F:32])=[C:4]([NH:8][C:9]2[C:18]3[C:13](=[CH:14][C:15]([O:30][CH3:31])=[C:16]([O:19][C@@H:20]4[CH2:25][CH2:24][N:23]([CH3:35])[C@H:22]([C:26]([O:28][CH3:29])=[O:27])[CH2:21]4)[CH:17]=3)[N:12]=[CH:11][N:10]=2)[CH:5]=[CH:6][CH:7]=1. Given the reactants [Cl:1][C:2]1[C:3]([F:32])=[C:4]([NH:8][C:9]2[C:18]3[C:13](=[CH:14][C:15]([O:30][CH3:31])=[C:16]([O:19][C@@H:20]4[CH2:25][CH2:24][NH:23][C@H:22]([C:26]([O:28][CH3:29])=[O:27])[CH2:21]4)[CH:17]=3)[N:12]=[CH:11][N:10]=2)[CH:5]=[CH:6][CH:7]=1.C=O.[C:35](O[BH-](OC(=O)C)OC(=O)C)(=O)C.[Na+], predict the reaction product. (2) Given the reactants [CH:1]1([CH2:4][OH:5])[CH2:3][CH2:2]1.[Br:6][C:7]1[CH:12]=[CH:11][CH:10]=[C:9](Br)[N:8]=1, predict the reaction product. The product is: [Br:6][C:7]1[CH:12]=[CH:11][CH:10]=[C:9]([O:5][CH2:4][CH:1]2[CH2:3][CH2:2]2)[N:8]=1. (3) The product is: [Cl:1][C:2]1[CH:12]=[C:11]([NH:13][C@@H:14]2[CH2:18][CH2:17][CH2:16][CH:15]2[F:26])[C:5]([C:6]([O:8][CH2:9][CH3:10])=[O:7])=[CH:4][N:3]=1. Given the reactants [Cl:1][C:2]1[CH:12]=[C:11]([NH:13][CH:14]2[CH2:18][CH2:17][CH2:16][C@@H:15]2O)[C:5]([C:6]([O:8][CH2:9][CH3:10])=[O:7])=[CH:4][N:3]=1.CCN(S(F)(F)[F:26])CC, predict the reaction product. (4) Given the reactants [CH3:1][C:2]1[CH:7]=[C:6]([NH:8][C:9]([C:11]2[C:16]([NH:17]C3C=NC=CC=3)=[CH:15][CH:14]=[C:13]([CH3:24])[N:12]=2)=[O:10])[CH:5]=[CH:4][N:3]=1.Br[C:26]1[CH:31]=[C:30]([F:32])[CH:29]=[C:28]([F:33])[CH:27]=1, predict the reaction product. The product is: [CH3:1][C:2]1[CH:7]=[C:6]([NH:8][C:9]([C:11]2[C:16]([NH:17][C:26]3[CH:31]=[C:30]([F:32])[CH:29]=[C:28]([F:33])[CH:27]=3)=[CH:15][CH:14]=[C:13]([CH3:24])[N:12]=2)=[O:10])[CH:5]=[CH:4][N:3]=1. (5) Given the reactants C([O:3][C:4]([C:6]1[CH:7]=[N:8][C:9]([C:12]([F:15])([F:14])[F:13])=[N:10][CH:11]=1)=[O:5])C.O.[OH-].[Na+], predict the reaction product. The product is: [F:15][C:12]([F:13])([F:14])[C:9]1[N:8]=[CH:7][C:6]([C:4]([OH:5])=[O:3])=[CH:11][N:10]=1. (6) Given the reactants [F:1][C:2]1[CH:24]=[CH:23][C:5]([O:6][C:7]2[C:20](=[O:21])[N:19]([CH3:22])[C:10]3[N:11]=[C:12](S(C)(=O)=O)[N:13]=[CH:14][C:9]=3[CH:8]=2)=[CH:4][CH:3]=1.[CH2:25]([NH2:32])[C:26]1[CH:31]=[CH:30][CH:29]=[CH:28][CH:27]=1.CO, predict the reaction product. The product is: [CH2:25]([NH:32][C:12]1[N:13]=[CH:14][C:9]2[CH:8]=[C:7]([O:6][C:5]3[CH:23]=[CH:24][C:2]([F:1])=[CH:3][CH:4]=3)[C:20](=[O:21])[N:19]([CH3:22])[C:10]=2[N:11]=1)[C:26]1[CH:31]=[CH:30][CH:29]=[CH:28][CH:27]=1.